From a dataset of Full USPTO retrosynthesis dataset with 1.9M reactions from patents (1976-2016). Predict the reactants needed to synthesize the given product. (1) Given the product [CH3:21][C:11]1[CH:16]=[CH:15][C:14]([S:17]([O:10][C:6]([C:2]2[O:1][CH:5]=[CH:4][CH:3]=2)=[CH:7][C:8]#[N:9])(=[O:19])=[O:18])=[CH:13][CH:12]=1, predict the reactants needed to synthesize it. The reactants are: [O:1]1[CH:5]=[CH:4][CH:3]=[C:2]1[C:6](=[O:10])[CH2:7][C:8]#[N:9].[C:11]1([CH3:21])[CH:16]=[CH:15][C:14]([S:17](Cl)(=[O:19])=[O:18])=[CH:13][CH:12]=1.C(N(CC)CC)C. (2) Given the product [NH2:18][C:16]1[C:17]2[C:9]([C:6]3[CH:7]=[CH:8][C:3]([NH2:2])=[C:4]([Cl:29])[CH:5]=3)=[CH:10][N:11]([CH:19]3[CH2:20][CH2:21][C:22](=[O:23])[CH2:27][CH2:28]3)[C:12]=2[N:13]=[CH:14][N:15]=1, predict the reactants needed to synthesize it. The reactants are: Cl.[NH2:2][C:3]1[CH:8]=[CH:7][C:6]([C:9]2[C:17]3[C:16]([NH2:18])=[N:15][CH:14]=[N:13][C:12]=3[N:11]([CH:19]3[CH2:28][CH2:27][C:22]4(OCC[O:23]4)[CH2:21][CH2:20]3)[CH:10]=2)=[CH:5][C:4]=1[Cl:29]. (3) Given the product [CH3:7][S:8]([CH2:11][CH2:12][N:13]1[CH:14]2[CH2:20][CH2:19][CH:18]1[CH2:17][CH:16]([O:21][C:22]1[CH:23]=[CH:24][C:25]([NH2:28])=[CH:26][CH:27]=1)[CH2:15]2)(=[O:10])=[O:9], predict the reactants needed to synthesize it. The reactants are: C(S(C)(=O)=O)=C.[CH3:7][S:8]([CH2:11][CH2:12][N:13]1[CH:18]2[CH2:19][CH2:20][CH:14]1[CH2:15][CH:16]([O:21][C:22]1[CH:27]=[CH:26][C:25]([N+:28]([O-])=O)=[CH:24][CH:23]=1)[CH2:17]2)(=[O:10])=[O:9].[N+](C1C=CC(OC2CC3NC(CC3)C2)=CC=1)([O-])=O. (4) Given the product [CH:57]1[C:58]2[CH:46]([CH2:45][O:44][C:42]([N:8]3[CH2:15][C@@H:14]([C:16]([C:29]4[CH:34]=[CH:33][CH:32]=[CH:31][CH:30]=4)([C:17]4[CH:18]=[CH:19][CH:20]=[CH:21][CH:22]=4)[C:23]4[CH:28]=[CH:27][CH:26]=[CH:25][CH:24]=4)[CH2:13][C@H:9]3[C:10]([OH:12])=[S:11])=[O:59])[C:47]3[C:52](=[CH:51][CH:50]=[CH:49][CH:48]=3)[C:53]=2[CH:54]=[CH:55][CH:56]=1, predict the reactants needed to synthesize it. The reactants are: C(OC([N:8]1[CH2:15][C@@H:14]([C:16]([C:29]2[CH:34]=[CH:33][CH:32]=[CH:31][CH:30]=2)([C:23]2[CH:28]=[CH:27][CH:26]=[CH:25][CH:24]=2)[C:17]2[CH:22]=[CH:21][CH:20]=[CH:19][CH:18]=2)[CH2:13][C@H:9]1[C:10]([OH:12])=[S:11])=O)(C)(C)C.FC(F)(F)C(O)=O.[C:42]([O:59]N1C(=O)CCC1=O)([O:44][CH2:45][CH:46]1[C:58]2[C:53](=[CH:54][CH:55]=[CH:56][CH:57]=2)[C:52]2[C:47]1=[CH:48][CH:49]=[CH:50][CH:51]=2)=O. (5) Given the product [C:41]([O:40][C:38](=[O:39])[NH:32][C:29]1[CH:28]=[N:27][C:26]([O:25][C:21]2[CH:22]=[C:23]3[C:18](=[CH:19][CH:20]=2)[N:17]([CH3:35])[C:16]([C:14]([N:11]2[CH2:12][CH2:13][N:8]([CH2:7][C:6]4[CH:36]=[CH:37][C:3]([O:2][CH3:1])=[CH:4][CH:5]=4)[CH2:9][CH2:10]2)=[O:15])=[CH:24]3)=[CH:31][CH:30]=1)([CH3:44])([CH3:43])[CH3:42], predict the reactants needed to synthesize it. The reactants are: [CH3:1][O:2][C:3]1[CH:37]=[CH:36][C:6]([CH2:7][N:8]2[CH2:13][CH2:12][N:11]([C:14]([C:16]3[N:17]([CH3:35])[C:18]4[C:23]([CH:24]=3)=[CH:22][C:21]([O:25][C:26]3[CH:31]=[CH:30][C:29]([N+:32]([O-])=O)=[CH:28][N:27]=3)=[CH:20][CH:19]=4)=[O:15])[CH2:10][CH2:9]2)=[CH:5][CH:4]=1.[C:38](O[C:38]([O:40][C:41]([CH3:44])([CH3:43])[CH3:42])=[O:39])([O:40][C:41]([CH3:44])([CH3:43])[CH3:42])=[O:39]. (6) Given the product [CH2:1]([N:8]1[CH2:9][CH2:10][N:11]([C:14]2[CH:15]=[CH:16][C:17]3[C:22](=[C:21]([O:24][CH2:25][CH3:26])[CH:20]=[CH:19][CH:18]=3)[CH:23]=2)[CH2:12][CH2:13]1)[C:2]1[CH:3]=[CH:4][CH:5]=[CH:6][CH:7]=1, predict the reactants needed to synthesize it. The reactants are: [CH2:1]([N:8]1[CH2:13][CH2:12][N:11]([C:14]2[CH:23]=[C:22]3[C:17]([CH:18]=[CH:19][CH:20]=[C:21]3[OH:24])=[CH:16][CH:15]=2)[CH2:10][CH2:9]1)[C:2]1[CH:7]=[CH:6][CH:5]=[CH:4][CH:3]=1.[CH3:25][C:26](C)([O-])C.[K+].C(I)C. (7) Given the product [ClH:18].[C:12]1([CH:10]2[CH2:11][NH:8][CH2:9]2)[CH:17]=[CH:16][CH:15]=[CH:14][CH:13]=1, predict the reactants needed to synthesize it. The reactants are: C(OC([N:8]1[CH2:11][CH:10]([C:12]2[CH:17]=[CH:16][CH:15]=[CH:14][CH:13]=2)[CH2:9]1)=O)(C)(C)C.[ClH:18]. (8) Given the product [I:12][C:4]1[CH:3]=[N:2][N:1]([C:6]2[CH:11]=[CH:10][CH:9]=[CH:8][N:7]=2)[CH:5]=1, predict the reactants needed to synthesize it. The reactants are: [N:1]1([C:6]2[CH:11]=[CH:10][CH:9]=[CH:8][N:7]=2)[CH:5]=[CH:4][CH:3]=[N:2]1.[I:12]I. (9) The reactants are: C(OC([N:8]([C:36]1[N:37]=[C:38]2[CH:44]=[CH:43][N:42]([S:45]([C:48]3[CH:54]=[CH:53][C:51]([CH3:52])=[CH:50][CH:49]=3)(=[O:47])=[O:46])[C:39]2=[N:40][CH:41]=1)[CH2:9][C:10]([CH:12]1[CH:17]([CH3:18])[CH2:16][CH2:15][N:14]([C:19]([O:21][CH2:22][CH:23]2[C:35]3[CH:34]=[CH:33][CH:32]=[CH:31][C:30]=3[C:29]3[C:24]2=[CH:25][CH:26]=[CH:27][CH:28]=3)=[O:20])[CH2:13]1)=[O:11])=O)(C)(C)C.C(O)(C(F)(F)F)=O. Given the product [CH3:18][CH:17]1[CH2:16][CH2:15][N:14]([C:19]([O:21][CH2:22][CH:23]2[C:35]3[CH:34]=[CH:33][CH:32]=[CH:31][C:30]=3[C:29]3[C:24]2=[CH:25][CH:26]=[CH:27][CH:28]=3)=[O:20])[CH2:13][CH:12]1[C:10](=[O:11])[CH2:9][NH:8][C:36]1[N:37]=[C:38]2[CH:44]=[CH:43][N:42]([S:45]([C:48]3[CH:49]=[CH:50][C:51]([CH3:52])=[CH:53][CH:54]=3)(=[O:47])=[O:46])[C:39]2=[N:40][CH:41]=1, predict the reactants needed to synthesize it. (10) Given the product [C:21]([N:1]1[CH2:4][CH:3]([CH2:5][O:6][C:7]2[C:16]([CH:17]3[CH2:19][CH2:18]3)=[CH:15][C:10]([C:11]([O:13][CH3:14])=[O:12])=[C:9]([F:20])[CH:8]=2)[CH2:2]1)(=[O:28])[C:22]1[CH:27]=[CH:26][CH:25]=[CH:24][CH:23]=1, predict the reactants needed to synthesize it. The reactants are: [NH:1]1[CH2:4][CH:3]([CH2:5][O:6][C:7]2[C:16]([CH:17]3[CH2:19][CH2:18]3)=[CH:15][C:10]([C:11]([O:13][CH3:14])=[O:12])=[C:9]([F:20])[CH:8]=2)[CH2:2]1.[C:21](Cl)(=[O:28])[C:22]1[CH:27]=[CH:26][CH:25]=[CH:24][CH:23]=1.C(N(CC)CC)C.